Dataset: Full USPTO retrosynthesis dataset with 1.9M reactions from patents (1976-2016). Task: Predict the reactants needed to synthesize the given product. Given the product [C:1]([O:5][C:6](=[O:24])[NH:7][CH2:8][CH2:9][NH:10][C:11]([C:13]1[CH:22]=[CH:21][C:20]2[C:15](=[C:16]([C:33]3[CH:32]=[CH:31][C:30]4[N:26]([CH3:25])[S:27](=[O:44])(=[O:45])[CH2:28][C:29]=4[CH:34]=3)[CH:17]=[N:18][CH:19]=2)[N:14]=1)=[O:12])([CH3:4])([CH3:3])[CH3:2], predict the reactants needed to synthesize it. The reactants are: [C:1]([O:5][C:6](=[O:24])[NH:7][CH2:8][CH2:9][NH:10][C:11]([C:13]1[CH:22]=[CH:21][C:20]2[C:15](=[C:16](Br)[CH:17]=[N:18][CH:19]=2)[N:14]=1)=[O:12])([CH3:4])([CH3:3])[CH3:2].[CH3:25][N:26]1[C:30]2[CH:31]=[CH:32][C:33](B3OC(C)(C)C(C)(C)O3)=[CH:34][C:29]=2[CH2:28][S:27]1(=[O:45])=[O:44].C(=O)([O-])[O-].[Na+].[Na+].